This data is from Forward reaction prediction with 1.9M reactions from USPTO patents (1976-2016). The task is: Predict the product of the given reaction. (1) The product is: [CH3:22][O:23][CH2:25][C:36]1[N:35]([S:40]([C:43]2[CH:48]=[CH:47][CH:46]=[CH:45][CH:44]=2)(=[O:41])=[O:42])[C:32]2=[N:33][CH:34]=[C:29]([N+:26]([O-:28])=[O:27])[CH:30]=[C:31]2[CH:37]=1. Given the reactants CN(C)C1C2C(=CC=CC=2N(C)C)C=CC=1.F[B-](F)(F)F.[CH3:22][O+:23]([CH3:25])C.[N+:26]([C:29]1[CH:30]=[C:31]2[CH:37]=[C:36](CO)[N:35]([S:40]([C:43]3[CH:48]=[CH:47][CH:46]=[CH:45][CH:44]=3)(=[O:42])=[O:41])[C:32]2=[N:33][CH:34]=1)([O-:28])=[O:27].C([O-])(O)=O.[Na+], predict the reaction product. (2) Given the reactants Br[C:2]1[CH:15]=[C:14]2[C:5]([C:6]3[CH:7]=[CH:8][C:9]([C:16]4[CH:17]=[CH:18][C:19]5[N:23]=[C:22]([C@@H:24]6[CH2:28][CH2:27][CH2:26][N:25]6[C:29]([O:31][C:32]([CH3:35])([CH3:34])[CH3:33])=[O:30])[NH:21][C:20]=5[CH:36]=4)=[CH:10][C:11]=3[CH2:12][CH2:13]2)=[CH:4][CH:3]=1.[B:37]1([B:37]2[O:41][C:40]([CH3:43])([CH3:42])[C:39]([CH3:45])([CH3:44])[O:38]2)[O:41][C:40]([CH3:43])([CH3:42])[C:39]([CH3:45])([CH3:44])[O:38]1.C([O-])(=O)C.[K+], predict the reaction product. The product is: [CH3:44][C:39]1([CH3:45])[C:40]([CH3:43])([CH3:42])[O:41][B:37]([C:2]2[CH:15]=[C:14]3[C:5]([C:6]4[CH:7]=[CH:8][C:9]([C:16]5[CH:17]=[CH:18][C:19]6[N:23]=[C:22]([C@@H:24]7[CH2:28][CH2:27][CH2:26][N:25]7[C:29]([O:31][C:32]([CH3:35])([CH3:34])[CH3:33])=[O:30])[NH:21][C:20]=6[CH:36]=5)=[CH:10][C:11]=4[CH2:12][CH2:13]3)=[CH:4][CH:3]=2)[O:38]1.